Dataset: Forward reaction prediction with 1.9M reactions from USPTO patents (1976-2016). Task: Predict the product of the given reaction. Given the reactants [Cl:1][C:2]1[C:11]2[C:10](=O)[O:9]C(=O)[NH:7][C:6]=2[CH:5]=[CH:4][CH:3]=1.[NH3:14], predict the reaction product. The product is: [NH2:7][C:6]1[CH:5]=[CH:4][CH:3]=[C:2]([Cl:1])[C:11]=1[C:10]([NH2:14])=[O:9].